This data is from Full USPTO retrosynthesis dataset with 1.9M reactions from patents (1976-2016). The task is: Predict the reactants needed to synthesize the given product. (1) Given the product [NH2:38][C:34]1[CH:33]=[C:32]([C:2]([F:1])([F:41])[C:3]2[N:11]=[C:10]([NH:12][C:13]3[CH:14]=[CH:15][C:16]([N:19]4[CH2:24][CH2:23][N:22]([CH3:25])[CH2:21][CH2:20]4)=[CH:17][CH:18]=3)[N:9]=[C:8]3[C:4]=2[N:5]=[CH:6][N:7]3[CH:26]2[CH2:31][CH2:30][CH2:29][CH2:28][O:27]2)[CH:37]=[CH:36][CH:35]=1, predict the reactants needed to synthesize it. The reactants are: [F:1][C:2]([F:41])([C:32]1[CH:37]=[CH:36][CH:35]=[C:34]([N+:38]([O-])=O)[CH:33]=1)[C:3]1[N:11]=[C:10]([NH:12][C:13]2[CH:18]=[CH:17][C:16]([N:19]3[CH2:24][CH2:23][N:22]([CH3:25])[CH2:21][CH2:20]3)=[CH:15][CH:14]=2)[N:9]=[C:8]2[C:4]=1[N:5]=[CH:6][N:7]2[CH:26]1[CH2:31][CH2:30][CH2:29][CH2:28][O:27]1.O.[Cl-].[NH4+]. (2) Given the product [CH3:28][S:29]([O:1][C@@H:2]([CH3:20])[CH2:3][CH2:4][CH2:5][CH2:6][N:7]1[C:16](=[O:17])[C:15]2[N:14]([CH3:18])[CH:13]=[N:12][C:11]=2[N:10]([CH3:19])[C:8]1=[O:9])(=[O:31])=[O:30], predict the reactants needed to synthesize it. The reactants are: [OH:1][C@@H:2]([CH3:20])[CH2:3][CH2:4][CH2:5][CH2:6][N:7]1[C:16](=[O:17])[C:15]2[N:14]([CH3:18])[CH:13]=[N:12][C:11]=2[N:10]([CH3:19])[C:8]1=[O:9].C(N(CC)CC)C.[CH3:28][S:29](Cl)(=[O:31])=[O:30]. (3) Given the product [C:18]([O:17][C:16]([NH:15][C:13]1[CH:14]=[C:9]([CH:10]=[CH:11][C:12]=1[Cl:23])[O:8][C:5]1[CH:4]=[CH:3][C:2]([NH:1][C:25]([NH:24][C:27](=[O:28])[O:29][CH2:30][CH3:31])=[S:26])=[N:7][CH:6]=1)=[O:22])([CH3:19])([CH3:20])[CH3:21], predict the reactants needed to synthesize it. The reactants are: [NH2:1][C:2]1[N:7]=[CH:6][C:5]([O:8][C:9]2[CH:10]=[CH:11][C:12]([Cl:23])=[C:13]([NH:15][C:16](=[O:22])[O:17][C:18]([CH3:21])([CH3:20])[CH3:19])[CH:14]=2)=[CH:4][CH:3]=1.[N:24]([C:27]([O:29][CH2:30][CH3:31])=[O:28])=[C:25]=[S:26].